This data is from Catalyst prediction with 721,799 reactions and 888 catalyst types from USPTO. The task is: Predict which catalyst facilitates the given reaction. Reactant: C([O:14][C:15]([C:17]1([O:20]/[N:21]=[C:22](/[C:72]2[N:73]=[C:74]([NH:77]C(OC(C)(C)C)=O)[S:75][CH:76]=2)\[C:23]([NH:25][C@@H:26]2[C:29](=[O:30])[N:28]([S:31]([OH:34])(=[O:33])=[O:32])[C@@H:27]2[CH2:35][N:36]2[N:40]=[C:39]([CH:41]([N:43](C(OC(C)(C)C)=O)/[C:44](=[N:57]/C(OC(C)(C)C)=O)/[NH:45][CH2:46][CH2:47][CH2:48][NH:49]C(=O)OC(C)(C)C)[CH3:42])[CH:38]=[N:37]2)=[O:24])[CH2:19][CH2:18]1)=[O:16])(C1C=CC=CC=1)C1C=CC=CC=1.C(O)(C(F)(F)F)=O. Product: [NH2:49][CH2:48][CH2:47][CH2:46][NH:45][C:44](=[NH:57])[NH:43][CH:41]([C:39]1[CH:38]=[N:37][N:36]([CH2:35][C@@H:27]2[C@H:26]([NH:25][C:23](=[O:24])/[C:22](=[N:21]\[O:20][C:17]3([C:15]([OH:16])=[O:14])[CH2:19][CH2:18]3)/[C:72]3[N:73]=[C:74]([NH2:77])[S:75][CH:76]=3)[C:29](=[O:30])[N:28]2[S:31]([OH:34])(=[O:32])=[O:33])[N:40]=1)[CH3:42]. The catalyst class is: 2.